This data is from Full USPTO retrosynthesis dataset with 1.9M reactions from patents (1976-2016). The task is: Predict the reactants needed to synthesize the given product. Given the product [C:7]([NH:14][CH2:15][C:16](=[O:39])[CH2:17][CH2:18][C:19]([O:21][CH2:22][CH2:23][CH2:24][CH2:25][CH2:26][CH2:27][CH2:28][CH2:29][CH2:30][C:31]([OH:33])=[O:32])=[O:20])([O:9][C:10]([CH3:13])([CH3:12])[CH3:11])=[O:8], predict the reactants needed to synthesize it. The reactants are: P([O-])(O)(O)=O.[K+].[C:7]([NH:14][CH2:15][C:16](=[O:39])[CH2:17][CH2:18][C:19]([O:21][CH2:22][CH2:23][CH2:24][CH2:25][CH2:26][CH2:27][CH2:28][CH2:29][CH2:30][C:31]([O:33]CC(Cl)(Cl)Cl)=[O:32])=[O:20])([O:9][C:10]([CH3:13])([CH3:12])[CH3:11])=[O:8].